Dataset: Catalyst prediction with 721,799 reactions and 888 catalyst types from USPTO. Task: Predict which catalyst facilitates the given reaction. Reactant: [C:1]([O:5][C:6]([N:8]1[C@@H:12]([CH2:13][C:14]2[CH:19]=[CH:18][CH:17]=[CH:16][CH:15]=2)[C@H:11]([CH2:20][CH2:21][C:22](O)=[O:23])[O:10][C:9]1([CH3:26])[CH3:25])=[O:7])([CH3:4])([CH3:3])[CH3:2].[CH2:27]([NH2:35])[CH2:28][C:29]1[CH:34]=[CH:33][CH:32]=[CH:31][CH:30]=1.O.ON1C2C=CC=CC=2N=N1.CN1CCOCC1.Cl.CN(C)CCCN=C=NCC.C(=O)([O-])O.[Na+]. Product: [C:1]([O:5][C:6]([N:8]1[C@@H:12]([CH2:13][C:14]2[CH:15]=[CH:16][CH:17]=[CH:18][CH:19]=2)[C@H:11]([CH2:20][CH2:21][C:22](=[O:23])[NH:35][CH2:27][CH2:28][C:29]2[CH:34]=[CH:33][CH:32]=[CH:31][CH:30]=2)[O:10][C:9]1([CH3:26])[CH3:25])=[O:7])([CH3:4])([CH3:2])[CH3:3]. The catalyst class is: 3.